From a dataset of Forward reaction prediction with 1.9M reactions from USPTO patents (1976-2016). Predict the product of the given reaction. (1) Given the reactants [N:1]1([C:5]2[N:10]=[CH:9][C:8]([C:11]3[CH:16]=[CH:15][C:14]([S:17]([NH:20][C:21]4[C:30]([F:31])=[CH:29][C:24]([C:25]([O:27]C)=[O:26])=[C:23]([F:32])[CH:22]=4)(=[O:19])=[O:18])=[CH:13][CH:12]=3)=[CH:7][N:6]=2)[CH2:4][CH2:3][CH2:2]1.[OH-].[Li+].Cl, predict the reaction product. The product is: [N:1]1([C:5]2[N:6]=[CH:7][C:8]([C:11]3[CH:12]=[CH:13][C:14]([S:17]([NH:20][C:21]4[C:30]([F:31])=[CH:29][C:24]([C:25]([OH:27])=[O:26])=[C:23]([F:32])[CH:22]=4)(=[O:19])=[O:18])=[CH:15][CH:16]=3)=[CH:9][N:10]=2)[CH2:2][CH2:3][CH2:4]1. (2) Given the reactants [CH:1]12[NH:8][CH:5]([CH2:6][CH2:7]1)[CH2:4][N:3]([CH2:9][CH:10]([C:12]1[CH:21]=[CH:20][C:15]3[C:16](=[O:19])[O:17][CH2:18][C:14]=3[C:13]=1[CH3:22])[OH:11])[CH2:2]2.[CH3:23][C:24]1[C:32]2[CH2:31][O:30][C:29](=[O:33])[C:28]=2[CH:27]=[CH:26][C:25]=1[CH:34]1[CH2:36][O:35]1, predict the reaction product. The product is: [CH:1]12[N:8]([CH2:36][CH:34]([C:25]3[CH:26]=[CH:27][C:28]4[C:29](=[O:33])[O:30][CH2:31][C:32]=4[C:24]=3[CH3:23])[OH:35])[CH:5]([CH2:6][CH2:7]1)[CH2:4][N:3]([CH2:9][CH:10]([C:12]1[CH:21]=[CH:20][C:15]3[C:16](=[O:19])[O:17][CH2:18][C:14]=3[C:13]=1[CH3:22])[OH:11])[CH2:2]2. (3) Given the reactants [O:1]1[C:5]2[CH:6]=[CH:7][C:8]([C:10]3[C:19]([N:20]([CH:22]([CH3:24])[CH3:23])[CH3:21])=[N:18][C:17]4[C:12](=[CH:13][CH:14]=[C:15]([C:25]([O:27]C)=[O:26])[CH:16]=4)[N:11]=3)=[CH:9][C:4]=2[O:3][CH2:2]1.CO.[OH-].[Na+], predict the reaction product. The product is: [O:1]1[C:5]2[CH:6]=[CH:7][C:8]([C:10]3[C:19]([N:20]([CH:22]([CH3:24])[CH3:23])[CH3:21])=[N:18][C:17]4[C:12](=[CH:13][CH:14]=[C:15]([C:25]([OH:27])=[O:26])[CH:16]=4)[N:11]=3)=[CH:9][C:4]=2[O:3][CH2:2]1. (4) Given the reactants [Cl:1][C:2]1[C:7]([O:8][CH3:9])=[CH:6][C:5]([O:10][CH3:11])=[CH:4][C:3]=1[C:12]1[C:23](=[O:24])[N:22]([CH2:25][CH2:26][N:27]2[CH2:32][CH2:31][N:30](C(OC(C)(C)C)=O)[CH2:29][CH2:28]2)[C:15]2[N:16]=[C:17]([NH:20][CH3:21])[N:18]=[CH:19][C:14]=2[CH:13]=1.C(O)(C(F)(F)F)=O, predict the reaction product. The product is: [Cl:1][C:2]1[C:7]([O:8][CH3:9])=[CH:6][C:5]([O:10][CH3:11])=[CH:4][C:3]=1[C:12]1[C:23](=[O:24])[N:22]([CH2:25][CH2:26][N:27]2[CH2:32][CH2:31][NH:30][CH2:29][CH2:28]2)[C:15]2[N:16]=[C:17]([NH:20][CH3:21])[N:18]=[CH:19][C:14]=2[CH:13]=1. (5) Given the reactants CO[C:3]([C:5]1[CH:9]=[C:8]([CH3:10])[S:7][C:6]=1[NH2:11])=[O:4].[NH2:12][C:13](N)=[O:14], predict the reaction product. The product is: [CH3:10][C:8]1[S:7][C:6]2[NH:11][C:13](=[O:14])[NH:12][C:3](=[O:4])[C:5]=2[CH:9]=1. (6) The product is: [C:1]([O:9][C@@H:10]1[CH2:18][C@@H:13]2[O:14][C:15](=[O:17])[CH2:16][C@@H:12]2[C@H:11]1[CH2:19][CH2:20][C:21](=[O:30])[CH2:22][O:23][C:24]1[CH:25]=[CH:26][CH:27]=[CH:28][CH:29]=1)(=[O:8])[C:2]1[CH:7]=[CH:6][CH:5]=[CH:4][CH:3]=1. Given the reactants [C:1]([O:9][C@@H:10]1[CH2:18][C@@H:13]2[O:14][C:15](=[O:17])[CH2:16][C@@H:12]2[C@H:11]1/[CH:19]=[CH:20]/[C:21](=[O:30])[CH2:22][O:23][C:24]1[CH:29]=[CH:28][CH:27]=[CH:26][CH:25]=1)(=[O:8])[C:2]1[CH:7]=[CH:6][CH:5]=[CH:4][CH:3]=1, predict the reaction product. (7) Given the reactants [CH3:1][C:2]1([CH3:33])[O:6][C:5]2[C:7]([O:11][CH2:12][CH2:13][CH2:14][CH2:15][O:16][C:17]3[C:22]([Cl:23])=[CH:21][C:20]([O:24]CC4C=CC=CC=4)=[CH:19][C:18]=3[Cl:32])=[CH:8][CH:9]=[CH:10][C:4]=2[CH2:3]1, predict the reaction product. The product is: [CH3:1][C:2]1([CH3:33])[O:6][C:5]2[C:7]([O:11][CH2:12][CH2:13][CH2:14][CH2:15][O:16][C:17]3[C:22]([Cl:23])=[CH:21][C:20]([OH:24])=[CH:19][C:18]=3[Cl:32])=[CH:8][CH:9]=[CH:10][C:4]=2[CH2:3]1.